From a dataset of Forward reaction prediction with 1.9M reactions from USPTO patents (1976-2016). Predict the product of the given reaction. (1) Given the reactants C([O:8][C:9]1[CH:49]=[CH:48][C:12]([CH2:13][C:14]2[C:15]([O:23][C@:24]3([O:42][C@H:41]([CH2:43][O:44][C:45](=[O:47])[CH3:46])[C@@H:36]([O:37][C:38](=[O:40])[CH3:39])[C@H:31]([O:32][C:33](=[O:35])[CH3:34])[C@H:26]3[O:27][C:28](=[O:30])[CH3:29])[OH:25])=[N:16][N:17]([CH:20]([CH3:22])[CH3:21])[C:18]=2[CH3:19])=[CH:11][C:10]=1[F:50])C1C=CC=CC=1, predict the reaction product. The product is: [F:50][C:10]1[CH:11]=[C:12]([CH:48]=[CH:49][C:9]=1[OH:8])[CH2:13][C:14]1[C:15]([O:23][C@:24]2([O:42][C@H:41]([CH2:43][O:44][C:45](=[O:47])[CH3:46])[C@@H:36]([O:37][C:38](=[O:40])[CH3:39])[C@H:31]([O:32][C:33](=[O:35])[CH3:34])[C@H:26]2[O:27][C:28](=[O:30])[CH3:29])[OH:25])=[N:16][N:17]([CH:20]([CH3:21])[CH3:22])[C:18]=1[CH3:19]. (2) The product is: [C:25]([C:24]1[CH:30]=[C:20]([Br:19])[CH:21]=[CH:22][C:23]=1[C:28]([OH:29])=[O:27])(=[O:26])[C:1]1[CH:6]=[CH:5][CH:4]=[CH:3][CH:2]=1. Given the reactants [CH:1]1[CH:6]=[CH:5][CH:4]=[CH:3][CH:2]=1.ClC1C=CC=CC=1Cl.[Cl-].[Al+3].[Cl-].[Cl-].[Br:19][C:20]1[CH:30]=[C:24]2[C:25]([O:27][C:28](=[O:29])[C:23]2=[CH:22][CH:21]=1)=[O:26], predict the reaction product.